This data is from Orexin1 receptor HTS with 218,158 compounds and 233 confirmed actives. The task is: Binary Classification. Given a drug SMILES string, predict its activity (active/inactive) in a high-throughput screening assay against a specified biological target. (1) The molecule is S(=O)(=O)(N1CCCC1)c1ccc(NC(=O)C(OC(=O)c2cc(NC(=O)C)ccc2)C)cc1. The result is 0 (inactive). (2) The compound is O=C(N(CCCC)C)c1nc2n(c1CNCCCn1ncc3c1cccc3)cccc2. The result is 0 (inactive). (3) The drug is Clc1c(CNC(=O)CCS(=O)(=O)Cc2ccc(cc2)C)cccc1. The result is 0 (inactive). (4) The drug is S(c1n(CCCN2CCOCC2)c(=O)c2c(n1)cccc2)CC(=O)NCc1c(OC)cccc1. The result is 0 (inactive). (5) The compound is S(=O)(=O)(Nc1c(N2CCOCC2)ccc(c1)C(F)(F)F)c1ccc(cc1)C. The result is 0 (inactive).